Dataset: Reaction yield outcomes from USPTO patents with 853,638 reactions. Task: Predict the reaction yield, written as a fraction of the theoretical maximum amount of product (1.0 means a 100% yield; for example, 0.34 means a 34% yield). (1) The reactants are [C:1]([O:4][CH:5]1[C:6]([OH:45])([CH3:44])[CH2:7][CH2:8][CH:9]([O:36][Si:37]([CH2:42][CH3:43])([CH2:40][CH3:41])[CH2:38][CH3:39])[CH2:10][C:11]([O:13][CH:14](/[C:19](/[CH3:35])=[CH:20]/[CH:21]=[CH:22]/[CH:23]([CH3:34])[CH2:24][CH:25]2[O:33][CH:26]2[CH:27]([CH3:32])[CH:28]([OH:31])[CH2:29][CH3:30])[CH:15]([CH3:18])[CH:16]=[CH:17]1)=[O:12])(=[O:3])[CH3:2].CN(C1C=CC=CN=1)C.ClC(O[C:59]1[CH:64]=[CH:63][C:62]([N+:65]([O-:67])=[O:66])=[CH:61][CH:60]=1)=O.[C:68]([O:71]CC)(=[O:70])C. The catalyst is C(Cl)Cl.C(N(CC)CC)C. The product is [C:1]([O:4][CH:5]1[C:6]([OH:45])([CH3:44])[CH2:7][CH2:8][CH:9]([O:36][Si:37]([CH2:42][CH3:43])([CH2:38][CH3:39])[CH2:40][CH3:41])[CH:10]([C:68]([OH:71])=[O:70])[C:11]([O:13][CH:14](/[C:19](/[CH3:35])=[CH:20]/[CH:21]=[CH:22]/[CH:23]([CH3:34])[CH2:24][CH:25]2[O:33][CH:26]2[CH:27]([CH3:32])[CH:28]([O:31][C:59]2[CH:64]=[CH:63][C:62]([N+:65]([O-:67])=[O:66])=[CH:61][CH:60]=2)[CH2:29][CH3:30])[CH:15]([CH3:18])[CH:16]=[CH:17]1)=[O:12])(=[O:3])[CH3:2]. The yield is 0.976. (2) The reactants are [CH3:1][C:2]([CH3:4])=[O:3].CC(N=NC(C#N)(C)C)(C#N)C.Cl[C:18]1[N:23]=[CH:22][CH:21]=[CH:20][N:19]=1.Cl. The catalyst is C1COCC1. The product is [N:19]1[CH:20]=[CH:21][CH:22]=[N:23][C:18]=1[CH2:1][C:2]([CH3:4])=[O:3]. The yield is 0.420. (3) The reactants are Br[C:2]1[C:3]([Cl:20])=[C:4]2[CH:10]=[CH:9][N:8]([S:11]([C:14]3[CH:19]=[CH:18][CH:17]=[CH:16][CH:15]=3)(=[O:13])=[O:12])[C:5]2=[N:6][CH:7]=1.[C:21]1(B(O)O)[CH:26]=[CH:25][CH:24]=[CH:23][CH:22]=1.C1(C)C=CC=CC=1. The catalyst is CCO. The product is [Cl:20][C:3]1[C:2]([C:21]2[CH:26]=[CH:25][CH:24]=[CH:23][CH:22]=2)=[CH:7][N:6]=[C:5]2[N:8]([S:11]([C:14]3[CH:19]=[CH:18][CH:17]=[CH:16][CH:15]=3)(=[O:13])=[O:12])[CH:9]=[CH:10][C:4]=12. The yield is 0.871. (4) The reactants are Cl.[CH2:2]([O:4][C:5](=[O:16])[C:6]([CH3:15])([S:8][CH:9]1[CH2:14][CH2:13][NH:12][CH2:11][CH2:10]1)[CH3:7])[CH3:3].C(N(CC)C(C)C)(C)C.[CH3:26][S:27](Cl)(=[O:29])=[O:28]. The catalyst is C1COCC1. The product is [CH2:2]([O:4][C:5](=[O:16])[C:6]([S:8][CH:9]1[CH2:10][CH2:11][N:12]([S:27]([CH3:26])(=[O:29])=[O:28])[CH2:13][CH2:14]1)([CH3:15])[CH3:7])[CH3:3]. The yield is 0.420. (5) The reactants are [OH-].[NH4+:2].[CH3:3][N:4]([N:6]=[N:7][C:8]1[CH:9]=[C:10]([C:14]([O:16]C)=O)[Se:11][C:12]=1[CH3:13])[CH3:5].O. The catalyst is C1COCC1. The product is [CH3:3][N:4]([N:6]=[N:7][C:8]1[CH:9]=[C:10]([C:14]([NH2:2])=[O:16])[Se:11][C:12]=1[CH3:13])[CH3:5]. The yield is 0.420. (6) The reactants are [F:1][C:2]1[CH:10]=[C:9]([F:11])[C:8]([F:12])=[CH:7][C:3]=1[C:4](O)=[O:5].Cl.CN(C)CCCN=C=NCC.C(N(CC)CC)C.[CH3:32][N:33]([CH3:38])[S:34]([NH2:37])(=[O:36])=[O:35]. The catalyst is CN(C)C1C=CN=CC=1.ClCCl. The product is [CH3:32][N:33]([CH3:38])[S:34]([NH:37][C:4](=[O:5])[C:3]1[CH:7]=[C:8]([F:12])[C:9]([F:11])=[CH:10][C:2]=1[F:1])(=[O:36])=[O:35]. The yield is 0.140. (7) The reactants are [CH3:1][O:2][C:3]1[CH:8]=[CH:7][C:6]([NH:9][C:10]2[C:11](=O)[N:12]([CH3:22])[C:13](=[O:21])[C:14]=2[C:15]2[CH:20]=[CH:19][CH:18]=[CH:17][CH:16]=2)=[CH:5][CH:4]=1.COC1C=CC(P2(SP(C3C=CC(OC)=CC=3)(=S)S2)=[S:33])=CC=1. The catalyst is C1(C)C=CC=CC=1. The product is [CH3:1][O:2][C:3]1[CH:8]=[CH:7][C:6]([NH:9][C:10]2[C:11](=[S:33])[N:12]([CH3:22])[C:13](=[O:21])[C:14]=2[C:15]2[CH:20]=[CH:19][CH:18]=[CH:17][CH:16]=2)=[CH:5][CH:4]=1. The yield is 0.700.